From a dataset of Forward reaction prediction with 1.9M reactions from USPTO patents (1976-2016). Predict the product of the given reaction. Given the reactants CC([Mg]Cl)C.[Br:6][C:7]1[CH:12]=[CH:11][C:10](Br)=[CH:9][N:8]=1.CN(C)[CH:16]=[CH:17][CH:18]=[O:19].Cl, predict the reaction product. The product is: [Br:6][C:7]1[N:8]=[CH:9][C:10]([CH:16]=[CH:17][CH:18]=[O:19])=[CH:11][CH:12]=1.